Dataset: NCI-60 drug combinations with 297,098 pairs across 59 cell lines. Task: Regression. Given two drug SMILES strings and cell line genomic features, predict the synergy score measuring deviation from expected non-interaction effect. (1) Cell line: SK-MEL-2. Synergy scores: CSS=61.0, Synergy_ZIP=4.00, Synergy_Bliss=1.66, Synergy_Loewe=-13.1, Synergy_HSA=0.656. Drug 1: CC1=C(C(=CC=C1)Cl)NC(=O)C2=CN=C(S2)NC3=CC(=NC(=N3)C)N4CCN(CC4)CCO. Drug 2: CC1CCCC2(C(O2)CC(NC(=O)CC(C(C(=O)C(C1O)C)(C)C)O)C(=CC3=CSC(=N3)C)C)C. (2) Drug 1: CC1=C2C(C(=O)C3(C(CC4C(C3C(C(C2(C)C)(CC1OC(=O)C(C(C5=CC=CC=C5)NC(=O)OC(C)(C)C)O)O)OC(=O)C6=CC=CC=C6)(CO4)OC(=O)C)OC)C)OC. Drug 2: CNC(=O)C1=CC=CC=C1SC2=CC3=C(C=C2)C(=NN3)C=CC4=CC=CC=N4. Cell line: 786-0. Synergy scores: CSS=44.2, Synergy_ZIP=-0.0858, Synergy_Bliss=-2.86, Synergy_Loewe=-28.2, Synergy_HSA=-3.01. (3) Drug 1: C1CN1P(=S)(N2CC2)N3CC3. Drug 2: B(C(CC(C)C)NC(=O)C(CC1=CC=CC=C1)NC(=O)C2=NC=CN=C2)(O)O. Cell line: HT29. Synergy scores: CSS=43.9, Synergy_ZIP=6.50, Synergy_Bliss=4.09, Synergy_Loewe=-22.3, Synergy_HSA=1.96.